Dataset: Forward reaction prediction with 1.9M reactions from USPTO patents (1976-2016). Task: Predict the product of the given reaction. (1) Given the reactants [CH3:1][O:2][C:3]1[CH:20]=[CH:19][C:6]2[NH:7][C:8](=[O:18])[N:9]([CH:12]3[CH2:17][CH2:16][NH:15][CH2:14][CH2:13]3)[CH2:10][CH2:11][C:5]=2[CH:4]=1.Cl[C:22]1[N:27]=[CH:26][N:25]=[C:24]([C:28]([C:30]2[CH:39]=[C:38]([CH3:40])[C:33]3[NH:34][C:35](=[O:37])[S:36][C:32]=3[CH:31]=2)=[O:29])[CH:23]=1.CCN(C(C)C)C(C)C, predict the reaction product. The product is: [CH3:1][O:2][C:3]1[CH:20]=[CH:19][C:6]2[NH:7][C:8](=[O:18])[N:9]([CH:12]3[CH2:13][CH2:14][N:15]([C:22]4[CH:23]=[C:24]([C:28]([C:30]5[CH:39]=[C:38]([CH3:40])[C:33]6[NH:34][C:35](=[O:37])[S:36][C:32]=6[CH:31]=5)=[O:29])[N:25]=[CH:26][N:27]=4)[CH2:16][CH2:17]3)[CH2:10][CH2:11][C:5]=2[CH:4]=1. (2) The product is: [C:19]([O:23][C:24](=[O:27])[CH2:25][O:12][C:3]1[CH:4]=[C:5]([CH:10]=[CH:11][C:2]=1[Cl:1])[C:6]([O:8][CH3:9])=[O:7])([CH3:22])([CH3:21])[CH3:20]. Given the reactants [Cl:1][C:2]1[CH:11]=[CH:10][C:5]([C:6]([O:8][CH3:9])=[O:7])=[CH:4][C:3]=1[OH:12].C(=O)([O-])[O-].[Cs+].[Cs+].[C:19]([O:23][C:24](=[O:27])[CH2:25]Br)([CH3:22])([CH3:21])[CH3:20].O, predict the reaction product. (3) Given the reactants [CH2:1]([O:3][C:4]([C:6]1[CH:10]=[N:9][N:8]([CH2:11]C)[C:7]=1[C:13]([OH:15])=O)=[O:5])[CH3:2].S(Cl)([Cl:18])=O, predict the reaction product. The product is: [CH2:1]([O:3][C:4]([C:6]1[CH:10]=[N:9][N:8]([CH3:11])[C:7]=1[C:13]([Cl:18])=[O:15])=[O:5])[CH3:2]. (4) Given the reactants [C:1]([O:5][C:6]([NH:8][C:9]1[CH:14]=[CH:13][CH:12]=[CH:11][C:10]=1[NH:15][C:16](=[O:25])[CH2:17][CH2:18][CH2:19][CH2:20][CH2:21][C:22]([OH:24])=O)=[O:7])([CH3:4])([CH3:3])[CH3:2].CN(C(ON1N=[N:41][C:36]2[CH:37]=[CH:38][CH:39]=[CH:40]C1=2)=[N+](C)C)C.F[P-](F)(F)(F)(F)F.C[CH2:51][N:52](C(C)C)C(C)C, predict the reaction product. The product is: [O:24]=[C:22]([NH:52][CH2:51][C:39]1[CH:40]=[N:41][CH:36]=[CH:37][CH:38]=1)[CH2:21][CH2:20][CH2:19][CH2:18][CH2:17][C:16]([NH:15][C:10]1[CH:11]=[CH:12][CH:13]=[CH:14][C:9]=1[NH:8][C:6](=[O:7])[O:5][C:1]([CH3:2])([CH3:3])[CH3:4])=[O:25]. (5) Given the reactants C([O:3][C:4]([CH2:6][CH2:7][NH:8][C:9](=[O:27])[C:10]1[CH:15]=[CH:14][C:13](/[CH:16]=[CH:17]/[C:18]2[C:26]3[C:21](=[CH:22][CH:23]=[CH:24][CH:25]=3)[NH:20][N:19]=2)=[CH:12][CH:11]=1)=[O:5])C.[OH-].[Na+], predict the reaction product. The product is: [C:4]([CH2:6][CH2:7][NH:8][C:9](=[O:27])[C:10]1[CH:15]=[CH:14][C:13](/[CH:16]=[CH:17]/[C:18]2[C:26]3[C:21](=[CH:22][CH:23]=[CH:24][CH:25]=3)[NH:20][N:19]=2)=[CH:12][CH:11]=1)([OH:5])=[O:3].